This data is from NCI-60 drug combinations with 297,098 pairs across 59 cell lines. The task is: Regression. Given two drug SMILES strings and cell line genomic features, predict the synergy score measuring deviation from expected non-interaction effect. Drug 1: CC(CN1CC(=O)NC(=O)C1)N2CC(=O)NC(=O)C2. Drug 2: CCCCCOC(=O)NC1=NC(=O)N(C=C1F)C2C(C(C(O2)C)O)O. Cell line: M14. Synergy scores: CSS=6.43, Synergy_ZIP=-2.56, Synergy_Bliss=-2.01, Synergy_Loewe=-3.50, Synergy_HSA=-3.49.